Dataset: Forward reaction prediction with 1.9M reactions from USPTO patents (1976-2016). Task: Predict the product of the given reaction. (1) The product is: [Br:1][C:2]1[CH:12]=[CH:11][C:5]2[O:6][C:7]3[C:8](=[O:9])[NH:10][C:16]([CH2:17][N:21]4[CH2:24][CH:23]([C:25]([OH:27])=[O:26])[CH2:22]4)=[N:14][C:13]=3[C:4]=2[CH:3]=1. Given the reactants [Br:1][C:2]1[CH:12]=[CH:11][C:5]([O:6][CH2:7][C:8]([NH2:10])=[O:9])=[C:4]([C:13]#[N:14])[CH:3]=1.N1CCC[CH2:17][CH2:16]1.[NH:21]1[CH2:24][CH:23]([C:25]([OH:27])=[O:26])[CH2:22]1, predict the reaction product. (2) Given the reactants Br[CH:2]([C:4]1[CH:5]=[CH:6][C:7]([F:10])=[N:8][CH:9]=1)[CH3:3].[N:11]1([C:17]([O:19][C:20]([CH3:23])([CH3:22])[CH3:21])=[O:18])[CH2:16][CH2:15][NH:14][CH2:13][CH2:12]1.C(=O)([O-])[O-].[K+].[K+].[I-].[K+], predict the reaction product. The product is: [F:10][C:7]1[N:8]=[CH:9][C:4]([CH:2]([N:14]2[CH2:13][CH2:12][N:11]([C:17]([O:19][C:20]([CH3:23])([CH3:22])[CH3:21])=[O:18])[CH2:16][CH2:15]2)[CH3:3])=[CH:5][CH:6]=1. (3) Given the reactants [C:1]([N:4]1[C:13]2[C:8](=[CH:9][C:10]([C:14]([O:16][CH2:17][CH3:18])=[O:15])=[CH:11][CH:12]=2)[C@H:7]([NH2:19])[C@@H:6]([CH3:20])[C@@H:5]1[CH:21]1[CH2:23][CH2:22]1)(=[O:3])[CH3:2].Br[C:25]1[S:29][C:28]([C:30]#[N:31])=[CH:27][CH:26]=1.C(=O)([O-])[O-].[Cs+].[Cs+], predict the reaction product. The product is: [C:1]([N:4]1[C:13]2[C:8](=[CH:9][C:10]([C:14]([O:16][CH2:17][CH3:18])=[O:15])=[CH:11][CH:12]=2)[C@H:7]([NH:19][C:25]2[S:29][C:28]([C:30]#[N:31])=[CH:27][CH:26]=2)[C@@H:6]([CH3:20])[C@@H:5]1[CH:21]1[CH2:22][CH2:23]1)(=[O:3])[CH3:2]. (4) Given the reactants [F:1][C:2]([F:34])([F:33])[C:3]1[CH:4]=[C:5]([C@H:13]([O:15][C@H:16]2[O:24][CH2:23][C@@H:19]3[CH2:20][NH:21][CH2:22][C@H:18]3[C@@H:17]2[C:25]2[CH:30]=[C:29]([I:31])[CH:28]=[CH:27][C:26]=2[CH3:32])[CH3:14])[CH:6]=[C:7]([C:9]([F:12])([F:11])[F:10])[CH:8]=1.C(O[C:38]1[CH2:43][O:42][CH2:41][C:40](=[O:44])[CH:39]=1)C, predict the reaction product. The product is: [F:34][C:2]([F:1])([F:33])[C:3]1[CH:4]=[C:5]([C@H:13]([O:15][C@H:16]2[O:24][CH2:23][C@@H:19]3[CH2:20][N:21]([C:38]4[CH2:43][O:42][CH2:41][C:40](=[O:44])[CH:39]=4)[CH2:22][C@H:18]3[C@@H:17]2[C:25]2[CH:30]=[C:29]([I:31])[CH:28]=[CH:27][C:26]=2[CH3:32])[CH3:14])[CH:6]=[C:7]([C:9]([F:12])([F:10])[F:11])[CH:8]=1. (5) Given the reactants Cl[C:2]1[N:7]=[CH:6][N:5]=[C:4]([NH:8][C:9]2[CH:14]=[CH:13][C:12]([O:15][CH3:16])=[CH:11][CH:10]=2)[CH:3]=1.[NH:17]1[CH2:22][CH2:21][O:20][CH2:19][CH2:18]1.CCN(C(C)C)C(C)C, predict the reaction product. The product is: [CH3:16][O:15][C:12]1[CH:13]=[CH:14][C:9]([NH:8][C:4]2[CH:3]=[C:2]([N:17]3[CH2:22][CH2:21][O:20][CH2:19][CH2:18]3)[N:7]=[CH:6][N:5]=2)=[CH:10][CH:11]=1. (6) The product is: [CH2:20]([O:19][C:17](=[O:18])[C:16]([N:15]([CH2:23][C:24]1[CH:32]=[CH:31][C:27]([C:28]([OH:30])=[O:29])=[CH:26][CH:25]=1)[CH2:14][CH:11]1[CH2:12][CH2:13][NH:8][CH2:9][CH2:10]1)=[O:22])[CH3:21]. Given the reactants C(OC([N:8]1[CH2:13][CH2:12][CH:11]([CH2:14][N:15]([CH2:23][C:24]2[CH:32]=[CH:31][C:27]([C:28]([OH:30])=[O:29])=[CH:26][CH:25]=2)[C:16](=[O:22])[C:17]([O:19][CH2:20][CH3:21])=[O:18])[CH2:10][CH2:9]1)=O)(C)(C)C.C(O)(C(F)(F)F)=O, predict the reaction product.